This data is from Catalyst prediction with 721,799 reactions and 888 catalyst types from USPTO. The task is: Predict which catalyst facilitates the given reaction. (1) Reactant: [C:1]([O:5][C:6]([N:8]1[CH2:13][CH2:12][N:11]([CH:14]([C:17]2[CH:22]=[CH:21][CH:20]=[C:19]([C:23]([F:26])([F:25])[F:24])[CH:18]=2)[CH2:15][OH:16])[CH2:10][CH2:9]1)=[O:7])([CH3:4])([CH3:3])[CH3:2].[H-].[Na+].I[CH3:30]. The catalyst class is: 213. Product: [C:1]([O:5][C:6]([N:8]1[CH2:13][CH2:12][N:11]([CH:14]([C:17]2[CH:22]=[CH:21][CH:20]=[C:19]([C:23]([F:25])([F:26])[F:24])[CH:18]=2)[CH2:15][O:16][CH3:30])[CH2:10][CH2:9]1)=[O:7])([CH3:4])([CH3:2])[CH3:3]. (2) The catalyst class is: 55. Reactant: C([NH:5][S:6]([C:9]1[CH:14]=[CH:13][CH:12]=[CH:11][C:10]=1[C:15]1[CH:20]=[CH:19][C:18]([C:21]([NH:23][C:24]2[CH:29]=[CH:28][C:27]([Cl:30])=[CH:26][C:25]=2[C:31]([NH:33][C:34]2[CH:39]=[CH:38][C:37]([Cl:40])=[CH:36][N:35]=2)=[O:32])=[O:22])=[CH:17][CH:16]=1)(=[O:8])=[O:7])(C)(C)C. Product: [Cl:40][C:37]1[CH:38]=[CH:39][C:34]([NH:33][C:31]([C:25]2[CH:26]=[C:27]([Cl:30])[CH:28]=[CH:29][C:24]=2[NH:23][C:21]([C:18]2[CH:19]=[CH:20][C:15]([C:10]3[CH:11]=[CH:12][CH:13]=[CH:14][C:9]=3[S:6](=[O:8])(=[O:7])[NH2:5])=[CH:16][CH:17]=2)=[O:22])=[O:32])=[N:35][CH:36]=1. (3) Reactant: [CH3:1][O:2][C:3]1[CH:20]=[CH:19][C:6]([CH2:7][O:8][CH2:9][C:10]([C:13]2[NH:17][N:16]=[C:15]([NH2:18])[CH:14]=2)([CH3:12])[CH3:11])=[CH:5][CH:4]=1.[C:21]1(=O)[O:26][C:24](=[O:25])[C:23]2=[CH:27][CH:28]=[CH:29][CH:30]=[C:22]12.C(O)(=O)C.C(=O)([O-])O.[Na+]. Product: [CH3:1][O:2][C:3]1[CH:4]=[CH:5][C:6]([CH2:7][O:8][CH2:9][C:10]([C:13]2[NH:17][N:16]=[C:15]([N:18]3[C:24](=[O:25])[C:23]4[C:22](=[CH:30][CH:29]=[CH:28][CH:27]=4)[C:21]3=[O:26])[CH:14]=2)([CH3:12])[CH3:11])=[CH:19][CH:20]=1. The catalyst class is: 35. (4) Product: [N:1]1[N:2]=[CH:3][N:4]2[CH2:9][CH2:8][NH:7][CH2:6][C:5]=12. The catalyst class is: 45. Reactant: [N:1]1[N:2]=[CH:3][N:4]2[CH:9]=[CH:8][N:7]=[CH:6][C:5]=12. (5) Reactant: [CH3:1][N:2]1[C:6]2=[CH:7][N:8]=[CH:9][C:10]([C:11]3[CH:16]=[CH:15][C:14]([NH2:17])=[CH:13][CH:12]=3)=[C:5]2[CH:4]=[N:3]1.[C:18]1([N:24]=[C:25]=[O:26])[CH:23]=[CH:22][CH:21]=[CH:20][CH:19]=1. Product: [CH3:1][N:2]1[C:6]2=[CH:7][N:8]=[CH:9][C:10]([C:11]3[CH:16]=[CH:15][C:14]([NH:17][C:25]([NH:24][C:18]4[CH:23]=[CH:22][CH:21]=[CH:20][CH:19]=4)=[O:26])=[CH:13][CH:12]=3)=[C:5]2[CH:4]=[N:3]1. The catalyst class is: 2. (6) The catalyst class is: 1. Reactant: [CH:1]1([C:4]([NH2:6])=[O:5])[CH2:3][CH2:2]1.[H-].[Na+].[F:9][C:10]1[CH:11]=[C:12]([NH:17][C:18]([C:20]2[CH:21]=[C:22]([S:27](Cl)(=[O:29])=[O:28])[CH:23]=[CH:24][C:25]=2[F:26])=[O:19])[CH:13]=[CH:14][C:15]=1[F:16]. Product: [CH:1]1([C:4]([NH:6][S:27]([C:22]2[CH:23]=[CH:24][C:25]([F:26])=[C:20]([CH:21]=2)[C:18]([NH:17][C:12]2[CH:13]=[CH:14][C:15]([F:16])=[C:10]([F:9])[CH:11]=2)=[O:19])(=[O:29])=[O:28])=[O:5])[CH2:3][CH2:2]1. (7) Reactant: CON(C)[C:4]([C:6]1[CH:7]=[C:8]2[C:13](=[CH:14][CH:15]=1)[N:12]=[CH:11][CH:10]=[N:9]2)=[O:5]. Product: [N:12]1[C:13]2[C:8](=[CH:7][C:6]([CH:4]=[O:5])=[CH:15][CH:14]=2)[N:9]=[CH:10][CH:11]=1. The catalyst class is: 1. (8) Reactant: [CH:1]1([CH2:4][CH2:5][NH:6][C:7]([C:9]2[N:10]=[N:11][C:12]([N:15]3[CH2:20][CH2:19][CH:18]([C:21](=[O:29])[C:22]4[CH:27]=[CH:26][C:25]([F:28])=[CH:24][CH:23]=4)[CH2:17][CH2:16]3)=[CH:13][CH:14]=2)=[O:8])[CH2:3][CH2:2]1.[H-].[Na+].[CH3:32]I. Product: [CH:1]1([CH2:4][CH2:5][N:6]([CH3:32])[C:7]([C:9]2[N:10]=[N:11][C:12]([N:15]3[CH2:16][CH2:17][CH:18]([C:21](=[O:29])[C:22]4[CH:27]=[CH:26][C:25]([F:28])=[CH:24][CH:23]=4)[CH2:19][CH2:20]3)=[CH:13][CH:14]=2)=[O:8])[CH2:2][CH2:3]1. The catalyst class is: 1. (9) Reactant: [N+:1]([C:4]1[CH:5]=[C:6]2[C:10](=[CH:11][CH:12]=1)[NH:9][CH:8]=[CH:7]2)([O-:3])=[O:2].[H-].[Na+].[C:15]1([CH2:21][C:22](Cl)=[O:23])[CH:20]=[CH:19][CH:18]=[CH:17][CH:16]=1.[Cl-].[NH4+]. Product: [N+:1]([C:4]1[CH:5]=[C:6]2[C:10](=[CH:11][CH:12]=1)[N:9]([C:22](=[O:23])[CH2:21][C:15]1[CH:20]=[CH:19][CH:18]=[CH:17][CH:16]=1)[CH:8]=[CH:7]2)([O-:3])=[O:2]. The catalyst class is: 54. (10) Reactant: [C:1]([C:3]1[CH:4]=[N:5][C:6]2[CH2:7][CH2:8][C:9](=[O:32])[NH:10][C:11]=2[C:12]=1[CH2:13][CH:14]([C:16]12[CH2:23][CH2:22][C:19]([NH:24][C:25](=[O:31])[O:26][C:27]([CH3:30])([CH3:29])[CH3:28])([CH2:20][CH2:21]1)[CH2:18][O:17]2)[OH:15])#[N:2].ClC1C(=O)C(C#N)=C(C#N)C(=O)C=1Cl. Product: [C:1]([C:3]1[CH:4]=[N:5][C:6]2[CH:7]=[CH:8][C:9](=[O:32])[NH:10][C:11]=2[C:12]=1[CH2:13][CH:14]([C:16]12[CH2:23][CH2:22][C:19]([NH:24][C:25](=[O:31])[O:26][C:27]([CH3:28])([CH3:29])[CH3:30])([CH2:20][CH2:21]1)[CH2:18][O:17]2)[OH:15])#[N:2]. The catalyst class is: 12.